Dataset: Catalyst prediction with 721,799 reactions and 888 catalyst types from USPTO. Task: Predict which catalyst facilitates the given reaction. (1) Reactant: [C:1]([O:10][CH3:11])(=[O:9])[C:2]1[C:3](=[CH:5][CH:6]=[CH:7][CH:8]=1)[SH:4].Br[CH2:13][CH2:14][CH2:15][C:16]([O:18][CH2:19][CH3:20])=[O:17].C(=O)([O-])[O-].[K+].[K+]. Product: [CH3:11][O:10][C:1](=[O:9])[C:2]1[CH:8]=[CH:7][CH:6]=[CH:5][C:3]=1[S:4][CH2:13][CH2:14][CH2:15][C:16]([O:18][CH2:19][CH3:20])=[O:17]. The catalyst class is: 21. (2) Reactant: [C:1]1([C:7]2[C:16]([CH2:17][O:18][CH2:19][C@@H:20]3[CH2:24][CH2:23][CH2:22][N:21]3C(OC(C)(C)C)=O)=[C:15]([C:32]([NH:34][C@H:35]([C:38]3[CH:43]=[CH:42][CH:41]=[CH:40][CH:39]=3)[CH2:36][CH3:37])=[O:33])[C:14]3[C:9](=[CH:10][CH:11]=[CH:12][CH:13]=3)[N:8]=2)[CH:6]=[CH:5][CH:4]=[CH:3][CH:2]=1.FC(F)(F)C(O)=O. Product: [C:1]1([C:7]2[C:16]([CH2:17][O:18][CH2:19][C@@H:20]3[CH2:24][CH2:23][CH2:22][NH:21]3)=[C:15]([C:32]([NH:34][C@H:35]([C:38]3[CH:43]=[CH:42][CH:41]=[CH:40][CH:39]=3)[CH2:36][CH3:37])=[O:33])[C:14]3[C:9](=[CH:10][CH:11]=[CH:12][CH:13]=3)[N:8]=2)[CH:2]=[CH:3][CH:4]=[CH:5][CH:6]=1. The catalyst class is: 2.